Dataset: Full USPTO retrosynthesis dataset with 1.9M reactions from patents (1976-2016). Task: Predict the reactants needed to synthesize the given product. Given the product [N:1]1(/[CH:6]=[CH:7]/[C:8]([OH:10])=[O:9])[CH:5]=[N:4][CH:3]=[N:2]1, predict the reactants needed to synthesize it. The reactants are: [N:1]1(/[CH:6]=[CH:7]/[C:8]([O:10]C(C)C)=[O:9])[CH:5]=[N:4][CH:3]=[N:2]1.[OH-].[K+].Cl.